Dataset: NCI-60 drug combinations with 297,098 pairs across 59 cell lines. Task: Regression. Given two drug SMILES strings and cell line genomic features, predict the synergy score measuring deviation from expected non-interaction effect. (1) Cell line: SW-620. Drug 2: C(CC(=O)O)C(=O)CN.Cl. Synergy scores: CSS=58.8, Synergy_ZIP=-0.628, Synergy_Bliss=-1.89, Synergy_Loewe=-38.0, Synergy_HSA=-2.72. Drug 1: CCCCC(=O)OCC(=O)C1(CC(C2=C(C1)C(=C3C(=C2O)C(=O)C4=C(C3=O)C=CC=C4OC)O)OC5CC(C(C(O5)C)O)NC(=O)C(F)(F)F)O. (2) Drug 1: CC1=C(C=C(C=C1)NC(=O)C2=CC=C(C=C2)CN3CCN(CC3)C)NC4=NC=CC(=N4)C5=CN=CC=C5. Drug 2: C(CC(=O)O)C(=O)CN.Cl. Cell line: U251. Synergy scores: CSS=8.06, Synergy_ZIP=-2.59, Synergy_Bliss=1.22, Synergy_Loewe=1.75, Synergy_HSA=1.60. (3) Drug 1: CC(C1=C(C=CC(=C1Cl)F)Cl)OC2=C(N=CC(=C2)C3=CN(N=C3)C4CCNCC4)N. Drug 2: C1CC(=O)NC(=O)C1N2C(=O)C3=CC=CC=C3C2=O. Cell line: UACC-257. Synergy scores: CSS=4.95, Synergy_ZIP=-0.169, Synergy_Bliss=4.22, Synergy_Loewe=3.46, Synergy_HSA=3.79. (4) Drug 1: CCC1=C2CN3C(=CC4=C(C3=O)COC(=O)C4(CC)O)C2=NC5=C1C=C(C=C5)O. Drug 2: CC1CCC2CC(C(=CC=CC=CC(CC(C(=O)C(C(C(=CC(C(=O)CC(OC(=O)C3CCCCN3C(=O)C(=O)C1(O2)O)C(C)CC4CCC(C(C4)OC)OCCO)C)C)O)OC)C)C)C)OC. Cell line: SF-539. Synergy scores: CSS=18.0, Synergy_ZIP=-3.37, Synergy_Bliss=-8.14, Synergy_Loewe=-45.4, Synergy_HSA=-9.17.